Dataset: Reaction yield outcomes from USPTO patents with 853,638 reactions. Task: Predict the reaction yield, written as a fraction of the theoretical maximum amount of product (1.0 means a 100% yield; for example, 0.34 means a 34% yield). (1) The reactants are [C:1]([C:5]1[CH:6]=[C:7]([NH:18][C:19]([NH:21][C:22]2[CH:27]=[CH:26][C:25]([O:28][C:29]3[CH:34]=[CH:33][N:32]=[CH:31][CH:30]=3)=[CH:24][CH:23]=2)=[O:20])[N:8]([C:10]2[CH:15]=[CH:14][C:13]([C:16]#[N:17])=[CH:12][CH:11]=2)[N:9]=1)([CH3:4])([CH3:3])[CH3:2].[H-].[Al+3].[Li+].[H-].[H-].[H-]. The product is [NH2:17][CH2:16][C:13]1[CH:14]=[CH:15][C:10]([N:8]2[C:7]([NH:18][C:19]([NH:21][C:22]3[CH:27]=[CH:26][C:25]([O:28][C:29]4[CH:30]=[CH:31][N:32]=[CH:33][CH:34]=4)=[CH:24][CH:23]=3)=[O:20])=[CH:6][C:5]([C:1]([CH3:4])([CH3:3])[CH3:2])=[N:9]2)=[CH:11][CH:12]=1. The catalyst is C1COCC1. The yield is 0.790. (2) The reactants are C([BH3-])#N.[Na+].[CH3:5][O:6][C:7]1[C:12]([CH3:13])=[CH:11][N:10]=[C:9]([CH2:14][N:15]2[N:43]=[C:19]3[CH2:20][C:21](=O)[C:22]4[CH2:23][S:24][N:25]=[C:26]([N:27]([C:35]([O:37][C:38]([CH3:41])([CH3:40])[CH3:39])=[O:36])[C:28]([O:30][C:31]([CH3:34])([CH3:33])[CH3:32])=[O:29])[C:17]([C:18]=43)=[N:16]2)[C:8]=1[CH3:44].CO.[CH:47]1([NH2:50])[CH2:49][CH2:48]1. The catalyst is C(O)(=O)C.O1CCCC1. The product is [CH:47]1([NH:50][CH:21]2[C:22]3[CH2:23][S:24][N:25]=[C:26]([N:27]([C:28]([O:30][C:31]([CH3:34])([CH3:33])[CH3:32])=[O:29])[C:35]([O:37][C:38]([CH3:41])([CH3:39])[CH3:40])=[O:36])[C:17]4=[N:16][N:15]([CH2:14][C:9]5[C:8]([CH3:44])=[C:7]([O:6][CH3:5])[C:12]([CH3:13])=[CH:11][N:10]=5)[N:43]=[C:19]([C:18]=34)[CH2:20]2)[CH2:49][CH2:48]1. The yield is 0.970. (3) The reactants are FC(F)(F)C1C=C(N[N:10]=[C:11]([C:14]#[N:15])[C:12]#[N:13])C=CC=1.[F:18][C:19]([F:28])([F:27])[C:20]1[CH:21]=[C:22]([CH:24]=[CH:25][CH:26]=1)[NH2:23].C(#N)CC#N.O.[NH2:35][NH2:36]. No catalyst specified. The product is [F:18][C:19]([F:27])([F:28])[C:20]1[CH:21]=[C:22]([NH:23][N:10]=[C:11]2[C:12]([NH2:13])=[N:36][N:35]=[C:14]2[NH2:15])[CH:24]=[CH:25][CH:26]=1. The yield is 0.310. (4) The reactants are [Si]([O:8][CH2:9][CH2:10][C@H:11]1[CH2:22][CH2:21][C:20]2[S:19][C:18]3[N:17]=[CH:16][N:15]=[C:14]([O:23][CH:24]4[CH2:29][CH2:28][CH:27]([N:30]([CH2:38][CH3:39])[C:31](=[O:37])[O:32][C:33]([CH3:36])([CH3:35])[CH3:34])[CH2:26][CH2:25]4)[C:13]=3[C:12]1=2)(C(C)(C)C)(C)C.CCCC[N+](CCCC)(CCCC)CCCC.[F-]. The catalyst is C1COCC1. The product is [CH2:38]([N:30]([CH:27]1[CH2:26][CH2:25][CH:24]([O:23][C:14]2[C:13]3[C:12]4[C@@H:11]([CH2:10][CH2:9][OH:8])[CH2:22][CH2:21][C:20]=4[S:19][C:18]=3[N:17]=[CH:16][N:15]=2)[CH2:29][CH2:28]1)[C:31](=[O:37])[O:32][C:33]([CH3:34])([CH3:36])[CH3:35])[CH3:39]. The yield is 0.980. (5) The catalyst is CO. The yield is 0.430. The reactants are O=C1C2C(=CC=CC=2)C(=O)[N:3]1[CH2:12][CH:13]1[CH2:18][N:17]2[N:19]=[C:20]([C:25]3[CH:30]=[CH:29][C:28]([O:31][C:32]4[CH:37]=[CH:36][CH:35]=[CH:34][CH:33]=4)=[CH:27][CH:26]=3)[C:21]([C:22]([NH2:24])=[O:23])=[C:16]2[NH:15][CH2:14]1.O.NN. The product is [NH2:3][CH2:12][CH:13]1[CH2:18][N:17]2[N:19]=[C:20]([C:25]3[CH:30]=[CH:29][C:28]([O:31][C:32]4[CH:37]=[CH:36][CH:35]=[CH:34][CH:33]=4)=[CH:27][CH:26]=3)[C:21]([C:22]([NH2:24])=[O:23])=[C:16]2[NH:15][CH2:14]1. (6) The reactants are C[O:2][C:3](=[O:30])[C:4]1[CH:9]=[CH:8][CH:7]=[CH:6][C:5]=1[N:10]1[C:14]([CH3:15])=[CH:13][C:12]([C:16](=[O:28])[NH:17][C:18]2[CH:23]=[CH:22][C:21]([S:24]([CH3:27])(=[O:26])=[O:25])=[CH:20][CH:19]=2)=[C:11]1[CH3:29].[Li+].[OH-]. The catalyst is CO.C1COCC1.O. The product is [CH3:27][S:24]([C:21]1[CH:20]=[CH:19][C:18]([NH:17][C:16]([C:12]2[CH:13]=[C:14]([CH3:15])[N:10]([C:5]3[CH:6]=[CH:7][CH:8]=[CH:9][C:4]=3[C:3]([OH:30])=[O:2])[C:11]=2[CH3:29])=[O:28])=[CH:23][CH:22]=1)(=[O:26])=[O:25]. The yield is 0.990. (7) The reactants are [F:1][C:2]([F:14])([F:13])[C:3]1[CH:4]=[C:5]([NH:9][C:10]([NH2:12])=[O:11])[CH:6]=[CH:7][CH:8]=1.C[O:16][C:17]([CH:19]1[CH2:24][CH2:23][N:22]([CH2:25][CH2:26][O:27][C:28]2[C:33]([O:34][CH3:35])=[CH:32][CH:31]=[CH:30][C:29]=2[O:36][CH3:37])[CH2:21][CH2:20]1)=O.C[O-].[Na+].O. The catalyst is CC(N(C)C)=O. The product is [CH3:35][O:34][C:33]1[CH:32]=[CH:31][CH:30]=[C:29]([O:36][CH3:37])[C:28]=1[O:27][CH2:26][CH2:25][N:22]1[CH2:23][CH2:24][CH:19]([C:17]([NH:12][C:10]([NH:9][C:5]2[CH:6]=[CH:7][CH:8]=[C:3]([C:2]([F:13])([F:14])[F:1])[CH:4]=2)=[O:11])=[O:16])[CH2:20][CH2:21]1. The yield is 0.290.